Dataset: Reaction yield outcomes from USPTO patents with 853,638 reactions. Task: Predict the reaction yield, written as a fraction of the theoretical maximum amount of product (1.0 means a 100% yield; for example, 0.34 means a 34% yield). (1) The reactants are C(Cl)(=O)C(Cl)=O.[CH3:7][O:8][C:9](=[O:25])[CH:10]([NH:18][C:19](=O)[CH2:20][CH2:21][S:22][CH3:23])[CH2:11][C:12]1[CH:17]=[CH:16][CH:15]=[CH:14][CH:13]=1.Cl. The catalyst is ClCCl. The product is [CH3:7][O:8][C:9]([CH:10]1[CH2:11][C:12]2[C:17](=[CH:16][CH:15]=[CH:14][CH:13]=2)[C:19]([CH2:20][CH2:21][S:22][CH3:23])=[N:18]1)=[O:25]. The yield is 0.380. (2) The reactants are Br[C:2]1[CH:3]=[CH:4][CH:5]=[C:6]2[C:11]=1[N:10]=[CH:9][CH:8]=[CH:7]2.[Li]CCCC.Cl[P:18]([C:25]1[CH:30]=[CH:29][CH:28]=[CH:27][CH:26]=1)[C:19]1[CH:24]=[CH:23][CH:22]=[CH:21][CH:20]=1. The catalyst is C1COCC1. The product is [C:25]1([P:18]([C:19]2[CH:20]=[CH:21][CH:22]=[CH:23][CH:24]=2)[C:2]2[CH:3]=[CH:4][CH:5]=[C:6]3[C:11]=2[N:10]=[CH:9][CH:8]=[CH:7]3)[CH:26]=[CH:27][CH:28]=[CH:29][CH:30]=1. The yield is 0.600.